From a dataset of Catalyst prediction with 721,799 reactions and 888 catalyst types from USPTO. Predict which catalyst facilitates the given reaction. Reactant: [OH:1][C:2]1[C:3]([CH:21]([CH3:23])[CH3:22])=[C:4]2[C:9](=[C:10]([CH3:15])[C:11]=1[CH:12]([CH3:14])[CH3:13])[O:8][C:7]([CH3:20])([C:16]([O:18]C)=[O:17])[CH2:6][CH2:5]2.O.[OH-].[Li+].CC(OC)(C)C.CCCCCCC. Product: [OH:1][C:2]1[C:3]([CH:21]([CH3:23])[CH3:22])=[C:4]2[C:9](=[C:10]([CH3:15])[C:11]=1[CH:12]([CH3:13])[CH3:14])[O:8][C:7]([CH3:20])([C:16]([OH:18])=[O:17])[CH2:6][CH2:5]2. The catalyst class is: 200.